From a dataset of Forward reaction prediction with 1.9M reactions from USPTO patents (1976-2016). Predict the product of the given reaction. (1) The product is: [NH2:29][C:27](=[O:28])[CH2:26][NH:25][C:9](=[O:11])[CH2:8][CH:4]1[CH2:5][CH2:6][CH2:7][CH:2]([CH3:1])[CH2:3]1. Given the reactants [CH3:1][CH:2]1[CH2:7][CH2:6][CH2:5][CH:4]([CH2:8][C:9]([OH:11])=O)[CH2:3]1.C1N=CN(C(N2C=NC=C2)=O)C=1.Cl.[NH2:25][CH2:26][C:27]([NH2:29])=[O:28], predict the reaction product. (2) Given the reactants C1C=CC=CC=1.C([O-])(=O)C.C([O-])(=O)C.C([O-])(=O)C.C([O-])(=O)C.[Pb+4].C(=O)([O-])[O-].[Ca+2].[OH:29][CH:30]1[CH2:37][CH:36]2[N:38]([C:39]([O:41][C:42]([CH3:45])([CH3:44])[CH3:43])=[O:40])[CH:32]([CH2:33][CH2:34][CH2:35]2)[CH2:31]1.II, predict the reaction product. The product is: [CH:34]12[CH2:33][CH:32]3[N:38]([C:39]([O:41][C:42]([CH3:45])([CH3:44])[CH3:43])=[O:40])[CH:36]([CH2:37][CH:30]([CH2:31]3)[O:29]1)[CH2:35]2. (3) The product is: [NH2:1][C:4]1[CH:13]=[C:12]([O:14][C:15]([F:16])([F:17])[F:18])[CH:11]=[CH:10][C:5]=1[C:6]([O:8][CH3:9])=[O:7]. Given the reactants [N+:1]([C:4]1[CH:13]=[C:12]([O:14][C:15]([F:18])([F:17])[F:16])[CH:11]=[CH:10][C:5]=1[C:6]([O:8][CH3:9])=[O:7])([O-])=O, predict the reaction product. (4) Given the reactants O[CH2:2][C:3]1[CH:8]=[CH:7][C:6]([CH2:9][CH2:10][NH:11][C:12](=[O:31])[CH2:13][CH:14]2[C:19](=[O:20])[NH:18][CH:17]=[CH:16][N:15]2[S:21]([C:24]2[CH:29]=[CH:28][C:27]([CH3:30])=[CH:26][CH:25]=2)(=[O:23])=[O:22])=[CH:5][CH:4]=1.O=S(Cl)[Cl:34], predict the reaction product. The product is: [Cl:34][CH2:2][C:3]1[CH:8]=[CH:7][C:6]([CH2:9][CH2:10][NH:11][C:12](=[O:31])[CH2:13][CH:14]2[C:19](=[O:20])[NH:18][CH:17]=[CH:16][N:15]2[S:21]([C:24]2[CH:29]=[CH:28][C:27]([CH3:30])=[CH:26][CH:25]=2)(=[O:23])=[O:22])=[CH:5][CH:4]=1. (5) Given the reactants [CH:1]([C:3]1[CH:4]=[C:5]2[C:10](=[CH:11][CH:12]=1)[C@H:9]([NH:13][C:14](=[O:20])[O:15][C:16]([CH3:19])([CH3:18])[CH3:17])[CH2:8][CH2:7][CH2:6]2)=O.[NH:21]1[CH2:26][CH2:25][CH2:24][CH2:23][CH2:22]1.C(O[BH-](OC(=O)C)OC(=O)C)(=O)C.[Na+], predict the reaction product. The product is: [N:21]1([CH2:1][C:3]2[CH:4]=[C:5]3[C:10](=[CH:11][CH:12]=2)[C@H:9]([NH:13][C:14](=[O:20])[O:15][C:16]([CH3:19])([CH3:18])[CH3:17])[CH2:8][CH2:7][CH2:6]3)[CH2:26][CH2:25][CH2:24][CH2:23][CH2:22]1.